Dataset: Full USPTO retrosynthesis dataset with 1.9M reactions from patents (1976-2016). Task: Predict the reactants needed to synthesize the given product. (1) Given the product [OH:11][C:10]1[CH:2]=[C:3]([CH:7]=[C:8]([OH:16])[C:9]=1[CH3:12])[C:4]([OH:6])=[O:5], predict the reactants needed to synthesize it. The reactants are: Br[C:2]1[CH:10]([OH:11])[C:9](=[CH:12]N(C)C)[C:8]([OH:16])=[C:7](Br)[C:3]=1[C:4]([OH:6])=[O:5]. (2) Given the product [C:45]([C:49]1[CH:50]=[CH:51][C:52]([CH2:53][N:54]([CH2:55][CH2:56][C:57]2[CH:62]=[C:61]([C:63]([F:66])([F:64])[F:65])[CH:60]=[CH:59][C:58]=2[F:67])[C:11]([C:9]2[CH:10]=[C:2]([Cl:1])[CH:3]=[C:4]3[C:8]=2[NH:7][CH:6]=[CH:5]3)=[O:13])=[CH:68][CH:69]=1)([CH3:48])([CH3:46])[CH3:47], predict the reactants needed to synthesize it. The reactants are: [Cl:1][C:2]1[CH:3]=[C:4]2[C:8](=[C:9]([C:11]([OH:13])=O)[CH:10]=1)[NH:7][CH:6]=[CH:5]2.CN(C(ON1N=NC2C=CC=CC1=2)=[N+](C)C)C.[B-](F)(F)(F)F.C(N(CC)C(C)C)(C)C.[C:45]([C:49]1[CH:69]=[CH:68][C:52]([CH2:53][NH:54][CH2:55][CH2:56][C:57]2[CH:62]=[C:61]([C:63]([F:66])([F:65])[F:64])[CH:60]=[CH:59][C:58]=2[F:67])=[CH:51][CH:50]=1)([CH3:48])([CH3:47])[CH3:46]. (3) Given the product [Cl:1][C:2]1[CH:11]=[C:10]([CH3:12])[CH:9]=[CH:8][C:3]=1[C:4]([OH:6])=[O:5], predict the reactants needed to synthesize it. The reactants are: [Cl:1][C:2]1[CH:11]=[C:10]([CH3:12])[CH:9]=[CH:8][C:3]=1[C:4]([O:6]C)=[O:5].[OH-].[Li+]. (4) Given the product [C:3]([CH2:5][C:6]1[C:11]([C:12]([OH:14])=[O:13])=[CH:10][N:9]=[C:8]([C:15]2[CH:20]=[CH:19][CH:18]=[CH:17][CH:16]=2)[N:7]=1)(=[O:2])[NH2:22], predict the reactants needed to synthesize it. The reactants are: C[O:2][C:3]([CH2:5][C:6]1[C:11]([C:12]([OH:14])=[O:13])=[CH:10][N:9]=[C:8]([C:15]2[CH:20]=[CH:19][CH:18]=[CH:17][CH:16]=2)[N:7]=1)=O.Cl.[NH4+:22].[OH-].